Dataset: Full USPTO retrosynthesis dataset with 1.9M reactions from patents (1976-2016). Task: Predict the reactants needed to synthesize the given product. The reactants are: [NH2:1][CH2:2][C:3]([N:5]1[CH2:10][C@H:9]([CH3:11])[N:8]([CH2:12][C:13]2[CH:18]=[CH:17][C:16]([F:19])=[CH:15][CH:14]=2)[CH2:7][C@H:6]1[CH3:20])=[O:4].[CH3:21][O:22][C:23](=[O:32])[C:24]1[CH:29]=[C:28]([Cl:30])[CH:27]=[N:26][C:25]=1Cl.C(N(CC)CC)C. Given the product [CH3:21][O:22][C:23](=[O:32])[C:24]1[CH:29]=[C:28]([Cl:30])[CH:27]=[N:26][C:25]=1[NH:1][CH2:2][C:3]([N:5]1[CH2:10][C@H:9]([CH3:11])[N:8]([CH2:12][C:13]2[CH:14]=[CH:15][C:16]([F:19])=[CH:17][CH:18]=2)[CH2:7][C@H:6]1[CH3:20])=[O:4], predict the reactants needed to synthesize it.